From a dataset of Catalyst prediction with 721,799 reactions and 888 catalyst types from USPTO. Predict which catalyst facilitates the given reaction. (1) Reactant: [Cl:1][C:2]1[CH:7]=[CH:6][C:5]([CH:8]([C:12]2[CH:17]=[CH:16][CH:15]=[CH:14][CH:13]=2)[C:9]([OH:11])=O)=[C:4]([CH3:18])[CH:3]=1.CN(C(ON1N=NC2C=CC=NC1=2)=[N+](C)C)C.F[P-](F)(F)(F)(F)F.[CH3:43][C:44]1[C:49]([C:50]2[O:51][C:52]3[CH:58]=[CH:57][C:56]([CH2:59][NH2:60])=[CH:55][C:53]=3[CH:54]=2)=[CH:48][CH:47]=[CH:46][N:45]=1.CN1CCOCC1. Product: [Cl:1][C:2]1[CH:7]=[CH:6][C:5]([CH:8]([C:12]2[CH:17]=[CH:16][CH:15]=[CH:14][CH:13]=2)[C:9]([NH:60][CH2:59][C:56]2[CH:57]=[CH:58][C:52]3[O:51][C:50]([C:49]4[C:44]([CH3:43])=[N:45][CH:46]=[CH:47][CH:48]=4)=[CH:54][C:53]=3[CH:55]=2)=[O:11])=[C:4]([CH3:18])[CH:3]=1. The catalyst class is: 31. (2) Reactant: [CH2:1]([Si:3](Cl)([CH2:6][CH3:7])[CH2:4][CH3:5])[CH3:2].N1C=CN=C1.[O:14]1[CH:18]=[CH:17][CH:16]=[C:15]1[C@@H:19]1[NH:22][C:21](=[O:23])[C@@:20]1([OH:25])[CH3:24].C(OCC)(=O)C.CCCCC. Product: [O:14]1[CH:18]=[CH:17][CH:16]=[C:15]1[C@@H:19]1[NH:22][C:21](=[O:23])[C@@:20]1([O:25][Si:3]([CH2:6][CH3:7])([CH2:4][CH3:5])[CH2:1][CH3:2])[CH3:24]. The catalyst class is: 3. (3) Reactant: [Cl:1][C:2]1[CH:11]=[CH:10][C:5]([C:6]([O:8][CH3:9])=[O:7])=[C:4]([NH:12][CH2:13][CH2:14][CH2:15][CH2:16][OH:17])[C:3]=1[NH:18][C:19](=S)[NH:20][C:21]1[CH:26]=[CH:25][C:24]([O:27][CH3:28])=[CH:23][C:22]=1[Cl:29].C(N(CC)CC)C.Cl.C(N=C=NCCCN(C)C)C. Product: [Cl:1][C:2]1[C:3]2[N:18]=[C:19]([NH:20][C:21]3[CH:26]=[CH:25][C:24]([O:27][CH3:28])=[CH:23][C:22]=3[Cl:29])[N:12]([CH2:13][CH2:14][CH2:15][CH2:16][OH:17])[C:4]=2[C:5]([C:6]([O:8][CH3:9])=[O:7])=[CH:10][CH:11]=1. The catalyst class is: 54. (4) Reactant: [OH:1][C:2]1[CH:7]=[CH:6][C:5]([C:8]2[CH2:9][CH2:10][C:11](=[O:14])[NH:12][N:13]=2)=[CH:4][CH:3]=1.[N+](C1C=C(S([O-])(=O)=O)C=CC=1)([O-])=O.[Na+].Cl.O. Product: [OH:1][C:2]1[CH:7]=[CH:6][C:5]([C:8]2[CH:9]=[CH:10][C:11](=[O:14])[NH:12][N:13]=2)=[CH:4][CH:3]=1. The catalyst class is: 74. (5) Product: [NH2:25][C:23]1[CH2:22][CH2:21][CH2:20][CH2:19][CH:18]([CH2:17][CH2:16][C:14]2[NH:13][C:10]3=[N:11][CH:12]=[C:7]([C:1]4[CH:2]=[CH:3][C:4]([S:50]([NH:53][C:54]5[CH:59]=[CH:58][CH:57]=[CH:56][C:55]=5[CH3:60])(=[O:51])=[O:52])=[CH:5][CH:6]=4)[CH:8]=[C:9]3[N:15]=2)[N:24]=1. The catalyst class is: 5. Reactant: [C:1]1([C:7]2[CH:8]=[C:9]3[N:15]=[C:14]([CH2:16][CH2:17][CH:18]4[N:24]=[C:23]([NH2:25])[CH2:22][CH2:21][CH2:20][CH2:19]4)[NH:13][C:10]3=[N:11][CH:12]=2)[CH:6]=[CH:5][CH:4]=[CH:3][CH:2]=1.S=C1NC(CCC2NC3=NC=C(C4C=CC([S:50]([NH:53][C:54]5[CH:59]=[CH:58][CH:57]=[CH:56][C:55]=5[CH3:60])(=[O:52])=[O:51])=CC=4)C=C3N=2)CCCC1.N. (6) Reactant: [Cl:1][C:2]1[CH:28]=[CH:27][CH:26]=[C:25]([F:29])[C:3]=1[C:4]([NH:6][C:7](=[O:24])[N:8]([C:10]1[CH:15]=[CH:14][C:13]([S:16][C:17]([F:22])([F:21])[CH:18]([F:20])[F:19])=[CH:12][C:11]=1[F:23])[CH3:9])=[O:5].[H-].[Na+].[CH3:32]I.[Cl-].[NH4+]. Product: [Cl:1][C:2]1[CH:28]=[CH:27][CH:26]=[C:25]([F:29])[C:3]=1[C:4]([N:6]([CH3:32])[C:7]([N:8]([C:10]1[CH:15]=[CH:14][C:13]([S:16][C:17]([F:22])([F:21])[CH:18]([F:19])[F:20])=[CH:12][C:11]=1[F:23])[CH3:9])=[O:24])=[O:5]. The catalyst class is: 264. (7) Reactant: [CH3:1][O:2][C:3]([C:5]1[C:6]2[CH2:7][C:8]([CH3:24])([CH3:23])[CH:9]([C:16]3[CH:21]=[CH:20][CH:19]=[C:18](Br)[CH:17]=3)[NH:10][C:11]=2[CH:12]=[C:13]([Cl:15])[CH:14]=1)=[O:4].[NH:25]1[CH2:30][CH2:29][O:28][CH2:27][CH2:26]1.Cl.CN(C)CC(O)=O.C(=O)([O-])[O-].[K+].[K+]. Product: [CH3:1][O:2][C:3]([C:5]1[C:6]2[CH2:7][C:8]([CH3:24])([CH3:23])[CH:9]([C:16]3[CH:21]=[CH:20][CH:19]=[C:18]([N:25]4[CH2:30][CH2:29][O:28][CH2:27][CH2:26]4)[CH:17]=3)[NH:10][C:11]=2[CH:12]=[C:13]([Cl:15])[CH:14]=1)=[O:4]. The catalyst class is: 156. (8) Reactant: C([O:3][C:4]([C:6]1[N:7](S(C2C=CC=CC=2)(=O)=O)[C:8]2[C:13]([C:14]=1[S:15]([NH:18][CH2:19][CH2:20][CH2:21][CH2:22][C:23]([O:25][C:26]([CH3:29])([CH3:28])[CH3:27])=[O:24])(=[O:17])=[O:16])=[CH:12][C:11]([Br:30])=[CH:10][CH:9]=2)=[O:5])C.[OH-].[Na+]. Product: [Br:30][C:11]1[CH:12]=[C:13]2[C:8](=[CH:9][CH:10]=1)[NH:7][C:6]([C:4]([OH:5])=[O:3])=[C:14]2[S:15]([NH:18][CH2:19][CH2:20][CH2:21][CH2:22][C:23]([O:25][C:26]([CH3:29])([CH3:28])[CH3:27])=[O:24])(=[O:16])=[O:17]. The catalyst class is: 20.